From a dataset of hERG potassium channel inhibition data for cardiac toxicity prediction from Karim et al.. Regression/Classification. Given a drug SMILES string, predict its toxicity properties. Task type varies by dataset: regression for continuous values (e.g., LD50, hERG inhibition percentage) or binary classification for toxic/non-toxic outcomes (e.g., AMES mutagenicity, cardiotoxicity, hepatotoxicity). Dataset: herg_karim. (1) The molecule is C=CC(=O)Nc1cc(Nc2nccc(-c3c[nH]c4ccccc34)n2)c(OC)cc1N(C)CCN(C)C. The result is 0 (non-blocker). (2) The molecule is O=c1[nH]c(-c2ccc(C(F)(F)F)cc2)nc2c1CSCC2. The result is 0 (non-blocker).